From a dataset of Full USPTO retrosynthesis dataset with 1.9M reactions from patents (1976-2016). Predict the reactants needed to synthesize the given product. (1) Given the product [CH3:1][C:2]1[C:3]([C:7]2[CH:16]=[CH:15][C:10]([C:11]([OH:13])=[O:12])=[CH:9][C:8]=2[C:17]([F:20])([F:18])[F:19])=[CH:4][S:5][CH:6]=1, predict the reactants needed to synthesize it. The reactants are: [CH3:1][C:2]1[C:3]([C:7]2[CH:16]=[CH:15][C:10]([C:11]([O:13]C)=[O:12])=[CH:9][C:8]=2[C:17]([F:20])([F:19])[F:18])=[CH:4][S:5][CH:6]=1.[OH-].[Na+]. (2) The reactants are: [Cl:1][C:2]1[CH:7]=[CH:6][C:5]([S:8]([C:11]2[C:19]3[C:14](=[CH:15][CH:16]=[C:17](C)[CH:18]=3)[N:13]([CH2:21][C:22]([OH:24])=[O:23])[C:12]=2[CH3:25])(=[O:10])=[O:9])=[CH:4][CH:3]=1.C(OC(=O)CN1C2C(=CC(C)=CC=2)C(S(C2C=CC([Cl:50])=CC=2)(=O)=O)=C1C)C. Given the product [Cl:50][C:16]1[CH:15]=[C:14]2[C:19]([C:11]([S:8]([C:5]3[CH:4]=[CH:3][C:2]([Cl:1])=[CH:7][CH:6]=3)(=[O:10])=[O:9])=[C:12]([CH3:25])[N:13]2[CH2:21][C:22]([OH:24])=[O:23])=[CH:18][CH:17]=1, predict the reactants needed to synthesize it. (3) Given the product [CH3:38][O:37][C:34]1[CH:33]=[CH:32][C:31]([CH2:30][N:8]([CH2:7][C:6]2[CH:5]=[CH:4][C:3]([O:2][CH3:1])=[CH:40][CH:39]=2)[C:9]2[N:10]=[CH:11][C:12]([C:15]3[C:16]4[CH2:29][CH2:28][N:27]([C:42]5[CH:59]=[CH:58][C:45]([C:46]([N:48]([CH3:57])[CH2:49][CH2:50][N:51]6[CH2:56][CH2:55][O:54][CH2:53][CH2:52]6)=[O:47])=[CH:44][C:43]=5[CH3:60])[C:17]=4[N:18]=[C:19]([N:21]4[CH2:26][CH2:25][O:24][CH2:23][CH2:22]4)[N:20]=3)=[CH:13][N:14]=2)=[CH:36][CH:35]=1, predict the reactants needed to synthesize it. The reactants are: [CH3:1][O:2][C:3]1[CH:40]=[CH:39][C:6]([CH2:7][N:8]([CH2:30][C:31]2[CH:36]=[CH:35][C:34]([O:37][CH3:38])=[CH:33][CH:32]=2)[C:9]2[N:14]=[CH:13][C:12]([C:15]3[C:16]4[CH2:29][CH2:28][NH:27][C:17]=4[N:18]=[C:19]([N:21]4[CH2:26][CH2:25][O:24][CH2:23][CH2:22]4)[N:20]=3)=[CH:11][N:10]=2)=[CH:5][CH:4]=1.Br[C:42]1[CH:59]=[CH:58][C:45]([C:46]([N:48]([CH3:57])[CH2:49][CH2:50][N:51]2[CH2:56][CH2:55][O:54][CH2:53][CH2:52]2)=[O:47])=[CH:44][C:43]=1[CH3:60]. (4) Given the product [F:7][C:8]1[CH:9]=[CH:10][C:11]([O:18][CH3:19])=[C:12]([S:14]([N:1]2[CH2:6][CH2:5][O:4][CH2:3][CH2:2]2)(=[O:15])=[O:16])[CH:13]=1, predict the reactants needed to synthesize it. The reactants are: [NH:1]1[CH2:6][CH2:5][O:4][CH2:3][CH2:2]1.[F:7][C:8]1[CH:9]=[CH:10][C:11]([O:18][CH3:19])=[C:12]([S:14](Cl)(=[O:16])=[O:15])[CH:13]=1. (5) Given the product [CH3:22][N:14]1[N:13]=[CH:12][C:11]2[NH:10][CH2:9][C@H:8]([CH3:24])[CH2:7][CH2:6][CH2:5][C@H:4]([NH2:3])[C:20]3[CH:21]=[C:16]([CH:17]=[CH:18][N:19]=3)[C:15]1=2, predict the reactants needed to synthesize it. The reactants are: Cl.Cl.[NH2:3][C@@H:4]1[C:20]2[CH:21]=[C:16]([CH:17]=[CH:18][N:19]=2)[C:15]2[N:14]([CH3:22])[N:13]=[CH:12][C:11]=2[NH:10][C:9](=O)[C@H:8]([CH3:24])[CH2:7][CH2:6][CH2:5]1.Cl. (6) Given the product [CH3:12][C:11]1[C:2]([CH3:1])=[CH:3][C:4]2[N:8]=[C:7]([S:9][CH2:21][C:22]3[CH:29]=[CH:28][CH:27]=[CH:26][C:23]=3[C:24]#[N:25])[NH:6][C:5]=2[CH:10]=1, predict the reactants needed to synthesize it. The reactants are: [CH3:1][C:2]1[C:11]([CH3:12])=[CH:10][C:5]2[N:6]=[C:7]([SH:9])[NH:8][C:4]=2[CH:3]=1.C(N(CC)CC)C.Br[CH2:21][C:22]1[CH:29]=[CH:28][CH:27]=[CH:26][C:23]=1[C:24]#[N:25].O. (7) Given the product [CH3:18][O:17][C:14]1[CH:15]=[CH:16][C:11]([O:10][C@H:6]([CH:7]([CH3:9])[CH3:8])[CH2:5][CH2:4][OH:3])=[CH:12][C:13]=1[O:19][CH2:20][CH2:21][CH2:22][O:23][CH3:24], predict the reactants needed to synthesize it. The reactants are: C([O:3][C:4](=O)[CH2:5][C@H:6]([O:10][C:11]1[CH:16]=[CH:15][C:14]([O:17][CH3:18])=[C:13]([O:19][CH2:20][CH2:21][CH2:22][O:23][CH3:24])[CH:12]=1)[CH:7]([CH3:9])[CH3:8])C.[Li+].[BH4-].[OH-].[Na+]. (8) Given the product [CH2:1]([O:8][C:9]1[CH:24]=[C:23]([N:25]([CH2:41][C:42]2[CH:47]=[CH:46][C:45]([C:54]3[CH:55]=[CH:56][C:51]([C:49]#[N:50])=[CH:52][CH:53]=3)=[CH:44][CH:43]=2)[C:26](=[O:40])[CH2:27][N:28]([CH3:39])[S:29]([C:32]2[CH:37]=[CH:36][C:35]([CH3:38])=[CH:34][CH:33]=2)(=[O:31])=[O:30])[CH:22]=[CH:21][C:10]=1[C:11]([O:13][CH2:14][C:15]1[CH:20]=[CH:19][CH:18]=[CH:17][CH:16]=1)=[O:12])[C:2]1[CH:7]=[CH:6][CH:5]=[CH:4][CH:3]=1, predict the reactants needed to synthesize it. The reactants are: [CH2:1]([O:8][C:9]1[CH:24]=[C:23]([N:25]([CH2:41][C:42]2[CH:47]=[CH:46][C:45](Br)=[CH:44][CH:43]=2)[C:26](=[O:40])[CH2:27][N:28]([CH3:39])[S:29]([C:32]2[CH:37]=[CH:36][C:35]([CH3:38])=[CH:34][CH:33]=2)(=[O:31])=[O:30])[CH:22]=[CH:21][C:10]=1[C:11]([O:13][CH2:14][C:15]1[CH:20]=[CH:19][CH:18]=[CH:17][CH:16]=1)=[O:12])[C:2]1[CH:7]=[CH:6][CH:5]=[CH:4][CH:3]=1.[C:49]([C:51]1[CH:56]=[CH:55][C:54](B(O)O)=[CH:53][CH:52]=1)#[N:50]. (9) Given the product [CH3:1][O:2][C:3](=[O:15])[C:4]1[CH:9]=[CH:8][C:7]([CH2:10][CH3:11])=[CH:6][C:5]=1[NH2:12], predict the reactants needed to synthesize it. The reactants are: [CH3:1][O:2][C:3](=[O:15])[C:4]1[CH:9]=[CH:8][C:7]([CH:10]=[CH2:11])=[CH:6][C:5]=1[N+:12]([O-])=O. (10) Given the product [O:32]1[C:25]2[CH:24]=[C:23]([CH2:22][N:14]([CH:11]3[CH2:12][CH2:13][NH:8][CH:9]([CH3:33])[CH2:10]3)[C:15](=[O:21])[O:16][C:17]([CH3:20])([CH3:19])[CH3:18])[N:28]=[CH:27][C:26]=2[O:29][CH2:30][CH2:31]1, predict the reactants needed to synthesize it. The reactants are: C([N:8]1[CH2:13][CH2:12][CH:11]([N:14]([CH2:22][C:23]2[N:28]=[CH:27][C:26]3[O:29][CH2:30][CH2:31][O:32][C:25]=3[CH:24]=2)[C:15](=[O:21])[O:16][C:17]([CH3:20])([CH3:19])[CH3:18])[CH2:10][CH:9]1[CH3:33])C1C=CC=CC=1.